Dataset: hERG potassium channel inhibition data for cardiac toxicity prediction from Karim et al.. Task: Regression/Classification. Given a drug SMILES string, predict its toxicity properties. Task type varies by dataset: regression for continuous values (e.g., LD50, hERG inhibition percentage) or binary classification for toxic/non-toxic outcomes (e.g., AMES mutagenicity, cardiotoxicity, hepatotoxicity). Dataset: herg_karim. (1) The molecule is CC(C)Oc1cc([C@H](C2=CN[C@@H](C(C)(C)O)C=C2)c2cc[n+]([O-])cc2)ccc1OC(F)F. The result is 0 (non-blocker). (2) The drug is COc1cc(N2CCCN(C(C)=O)CC2)ccc1Nc1ncc(Cl)c(-c2cnc3ccccn23)n1. The result is 0 (non-blocker). (3) The compound is C[C@H](C1=C(CCN(C)C)Cc2cc(F)ccc21)c1nccs1. The result is 1 (blocker). (4) The drug is CN1Cc2ccccc2[C@H](c2ccccc2)N=C1OCc1ccc(NS(C)(=O)=O)cc1.O=C(O)/C=C/C(=O)O. The result is 0 (non-blocker). (5) The result is 1 (blocker). The drug is CCN1CC2C(C1)C2CN(Cc1cccc(OC(F)(F)F)c1)C(=O)c1cn(C)cn1.